Dataset: Forward reaction prediction with 1.9M reactions from USPTO patents (1976-2016). Task: Predict the product of the given reaction. (1) Given the reactants [H-].[Na+].[C:3]([C:5]1[CH:10]=[CH:9][C:8]([N:11]([CH2:19]S(C2C=CC=CC=2)(=O)=O)[C:12](=[O:18])[O:13][C:14]([CH3:17])([CH3:16])[CH3:15])=[C:7]([CH3:29])[CH:6]=1)#[N:4].CC1CCCO1.[F:36][C:37]([F:53])([F:52])[C:38]1[CH:39]=[C:40]([NH:44][C:45]2[CH2:50][CH2:49][CH2:48][C:47](=[O:51])[CH:46]=2)[CH:41]=[CH:42][CH:43]=1, predict the reaction product. The product is: [C:3]([C:5]1[CH:10]=[CH:9][C:8]([N:11]([CH2:19][C:46]2[C:47](=[O:51])[CH2:48][CH2:49][CH2:50][C:45]=2[NH:44][C:40]2[CH:41]=[CH:42][CH:43]=[C:38]([C:37]([F:36])([F:53])[F:52])[CH:39]=2)[C:12](=[O:18])[O:13][C:14]([CH3:15])([CH3:16])[CH3:17])=[C:7]([CH3:29])[CH:6]=1)#[N:4]. (2) The product is: [NH2:1][C:2]1[C:11]([F:12])=[C:10]([F:13])[CH:9]=[C:8]2[C:3]=1[C:4](=[O:25])[C:5]([C:20]([OH:22])=[O:21])=[CH:6][N:7]2[CH:14]1[CH2:15][CH2:16][O:17][CH2:18][CH2:19]1. Given the reactants [NH2:1][C:2]1[C:11]([F:12])=[C:10]([F:13])[CH:9]=[C:8]2[C:3]=1[C:4](=[O:25])[C:5]([C:20]([O:22]CC)=[O:21])=[CH:6][N:7]2[CH:14]1[CH2:19][CH2:18][O:17][CH2:16][CH2:15]1, predict the reaction product. (3) Given the reactants Br[C:2]1[CH:3]=[C:4]2[C:9](=[CH:10][CH:11]=1)[N:8]=[CH:7][C:6]([C:12](=[O:17])[CH2:13][CH:14]([CH3:16])[CH3:15])=[C:5]2[NH:18][C@H:19]1[CH2:24][CH2:23][C@H:22]([N:25]([CH3:27])[CH3:26])[CH2:21][CH2:20]1.[Cl:28][C:29]1[CH:34]=[C:33](B2OC(C)(C)C(C)(C)O2)[CH:32]=[C:31]([O:44][CH3:45])[C:30]=1[OH:46], predict the reaction product. The product is: [Cl:28][C:29]1[CH:34]=[C:33]([C:2]2[CH:3]=[C:4]3[C:9](=[CH:10][CH:11]=2)[N:8]=[CH:7][C:6]([C:12](=[O:17])[CH2:13][CH:14]([CH3:15])[CH3:16])=[C:5]3[NH:18][C@H:19]2[CH2:24][CH2:23][C@H:22]([N:25]([CH3:27])[CH3:26])[CH2:21][CH2:20]2)[CH:32]=[C:31]([O:44][CH3:45])[C:30]=1[OH:46]. (4) Given the reactants [Cl:1][C:2]1[C:3]([F:46])=[C:4]([C@@H:8]2[C@:12]([C:15]3[CH:20]=[CH:19][C:18]([Cl:21])=[CH:17][C:16]=3[F:22])([C:13]#[N:14])[C@H:11]([CH2:23][C:24]([CH3:27])([CH3:26])[CH3:25])[NH:10][C@H:9]2[C:28]([NH:30][C:31]2[CH:43]=[CH:42][C:34]([C:35]([O:37][CH2:38][C:39]([OH:41])=O)=[O:36])=[CH:33][C:32]=2[O:44][CH3:45])=[O:29])[CH:5]=[CH:6][CH:7]=1.CN(C(ON1N=NC2C=CC=NC1=2)=[N+](C)C)C.F[P-](F)(F)(F)(F)F.CCN(C(C)C)C(C)C.[NH2:80][CH2:81][CH2:82][O:83][CH2:84][CH2:85][OH:86], predict the reaction product. The product is: [OH:86][CH2:85][CH2:84][O:83][CH2:82][CH2:81][NH:80][C:39]([CH2:38][O:37][C:35](=[O:36])[C:34]1[CH:42]=[CH:43][C:31]([NH:30][C:28]([C@H:9]2[C@H:8]([C:4]3[CH:5]=[CH:6][CH:7]=[C:2]([Cl:1])[C:3]=3[F:46])[C@:12]([C:15]3[CH:20]=[CH:19][C:18]([Cl:21])=[CH:17][C:16]=3[F:22])([C:13]#[N:14])[C@H:11]([CH2:23][C:24]([CH3:25])([CH3:27])[CH3:26])[NH:10]2)=[O:29])=[C:32]([O:44][CH3:45])[CH:33]=1)=[O:41]. (5) The product is: [F:29][CH:2]([F:1])[O:3][C:4]1[CH:9]=[CH:8][C:7]([C@@H:10]([N:12]2[CH2:17][CH2:16][C@:15]([CH2:24][C:25]([OH:27])([CH3:30])[CH3:26])([C:18]3[CH:19]=[CH:20][CH:21]=[CH:22][CH:23]=3)[O:14][C:13]2=[O:28])[CH3:11])=[CH:6][CH:5]=1. Given the reactants [F:1][CH:2]([F:29])[O:3][C:4]1[CH:9]=[CH:8][C:7]([C@@H:10]([N:12]2[CH2:17][CH2:16][C@:15]([CH2:24][C:25](=[O:27])[CH3:26])([C:18]3[CH:23]=[CH:22][CH:21]=[CH:20][CH:19]=3)[O:14][C:13]2=[O:28])[CH3:11])=[CH:6][CH:5]=1.[CH3:30][Mg]Br, predict the reaction product. (6) Given the reactants [NH2:1][OH:2].[C:3]([C:5]1[CH:10]=[C:9]([CH2:11][C:12]([O:14]C)=[O:13])[CH:8]=[CH:7][C:6]=1[N:16]1[C:24]2[C:19](=[CH:20][C:21]([C:25]([OH:27])=O)=[CH:22][CH:23]=2)[CH:18]=[CH:17]1)#[N:4].[C:28]([Cl:33])(=O)[C:29](Cl)=O, predict the reaction product. The product is: [Cl:33][C:28]1[CH:29]=[CH:3][C:5]([CH2:10][O:2][NH:1][C:25]([C:21]2[CH:20]=[C:19]3[C:24](=[CH:23][CH:22]=2)[N:16]([C:6]2[CH:7]=[CH:8][C:9]([CH2:11][C:12]([OH:14])=[O:13])=[CH:10][C:5]=2[C:3]#[N:4])[CH:17]=[CH:18]3)=[O:27])=[CH:6][CH:7]=1. (7) Given the reactants [CH:1]1[C:5]2=[C:6]([NH2:10])[N:7]=[CH:8][N:9]=[C:4]2[N:3]([C@@H:11]2[O:15][C@H:14]([CH2:16][OH:17])[C@@H:13]([OH:18])[C@H:12]2O)[CH:2]=1.[CH2:20]=O.[NH:22]1[CH2:27][CH2:26][O:25][CH2:24][CH2:23]1, predict the reaction product. The product is: [NH2:10][C:6]1[C:5]2[C:1]([CH2:20][N:22]3[CH2:27][CH2:26][O:25][CH2:24][CH2:23]3)=[CH:2][N:3]([C@@H:11]3[O:15][C@H:14]([CH2:16][OH:17])[C@@H:13]([OH:18])[CH2:12]3)[C:4]=2[N:9]=[CH:8][N:7]=1. (8) Given the reactants [N+:1]([C:4]1[CH:5]=[C:6]([C:10]([C:12]2[CH:20]=[C:19]3[C:15]([C:16]([CH:29]=[CH:30][C:31]4[CH:36]=[CH:35][CH:34]=[CH:33][CH:32]=4)=[N:17][N:18]3COCC[Si](C)(C)C)=[CH:14][CH:13]=2)=[O:11])[CH:7]=[CH:8][CH:9]=1)([O-])=O.NC1C=C(C(C2C=C3C(C(C=CC4C=CC=CC=4)=NN3COCC[Si](C)(C)C)=CC=2)=O)C=CC=1, predict the reaction product. The product is: [NH2:1][C:4]1[CH:5]=[C:6]([C:10]([C:12]2[CH:20]=[C:19]3[C:15]([C:16]([CH:29]=[CH:30][C:31]4[CH:32]=[CH:33][CH:34]=[CH:35][CH:36]=4)=[N:17][NH:18]3)=[CH:14][CH:13]=2)=[O:11])[CH:7]=[CH:8][CH:9]=1. (9) Given the reactants [Cl:1][C:2]1[CH:7]=[CH:6][C:5]([O:8][C:9]2[CH:14]=[CH:13][C:12]([CH:15]([CH3:17])[CH3:16])=[CH:11][CH:10]=2)=[C:4]([N+:18]([O-])=O)[CH:3]=1.Cl[Sn]Cl, predict the reaction product. The product is: [Cl:1][C:2]1[CH:7]=[CH:6][C:5]([O:8][C:9]2[CH:14]=[CH:13][C:12]([CH:15]([CH3:17])[CH3:16])=[CH:11][CH:10]=2)=[C:4]([NH2:18])[CH:3]=1. (10) Given the reactants [CH2:1]1CCC(N=C=NC2CCCCC2)C[CH2:2]1.[N+](C1C=C(Cl)C(Cl)=CC=1C[C:28]([N:30](C)[C@@H:31]1[C:40]2[C:35](=[CH:36][CH:37]=[C:38]([N+:41]([O-:43])=[O:42])[CH:39]=2)CC[C@H:32]1[N:44]1[CH2:48][CH2:47][CH2:46][CH2:45]1)=O)([O-])=O.[C:50]([NH:57][C:58]1[CH:63]=[CH:62][C:61]([CH2:64][C:65]([OH:67])=O)=[CH:60][CH:59]=1)([O:52][C:53]([CH3:56])(C)C)=[O:51].N1C=CC=CC=1.Cl, predict the reaction product. The product is: [CH2:53]([O:52][C:50]([NH:57][C:58]1[CH:59]=[CH:60][C:61]([CH2:64][C:65]([N:30]([CH3:28])[C@@H:31]([C:40]2[CH:35]=[CH:36][CH:37]=[C:38]([N+:41]([O-:43])=[O:42])[CH:39]=2)[CH2:32][N:44]2[CH2:48][CH2:47][CH2:46][CH2:45]2)=[O:67])=[CH:62][CH:63]=1)=[O:51])[CH2:56][CH2:1][CH3:2].